From a dataset of Catalyst prediction with 721,799 reactions and 888 catalyst types from USPTO. Predict which catalyst facilitates the given reaction. (1) Reactant: [C:1]([O:5][C:6](=[O:32])[CH2:7][CH2:8][C:9]1[CH:14]=[CH:13][C:12]([O:15][CH2:16][CH2:17][C:18]2[N:19]=[C:20]([C:24]3[CH:29]=[CH:28][CH:27]=[CH:26][CH:25]=3)[O:21][C:22]=2[CH3:23])=[CH:11][C:10]=1[CH2:30]O)([CH3:4])([CH3:3])[CH3:2].C1COCC1.C1(P(C2C=CC=CC=2)C2C=CC=CC=2)C=CC=CC=1.C(Br)(Br)(Br)[Br:58]. Product: [C:1]([O:5][C:6](=[O:32])[CH2:7][CH2:8][C:9]1[CH:14]=[CH:13][C:12]([O:15][CH2:16][CH2:17][C:18]2[N:19]=[C:20]([C:24]3[CH:29]=[CH:28][CH:27]=[CH:26][CH:25]=3)[O:21][C:22]=2[CH3:23])=[CH:11][C:10]=1[CH2:30][Br:58])([CH3:4])([CH3:3])[CH3:2]. The catalyst class is: 25. (2) Reactant: Cl.Cl.[CH3:3][O:4][C:5]1[CH:10]=[CH:9][C:8]([NH2:11])=[C:7]([NH2:12])[CH:6]=1.[C:13]([O-])(=O)[C@H:14]([CH3:16])[OH:15].[Na+].[OH-].[NH4+]. Product: [CH3:3][O:4][C:5]1[CH:10]=[CH:9][C:8]2[NH:11][C:13]([CH:14]([OH:15])[CH3:16])=[N:12][C:7]=2[CH:6]=1. The catalyst class is: 33. (3) Reactant: [CH:1]1([NH2:7])[CH2:6][CH2:5][CH2:4][CH2:3][CH2:2]1.C(N(CC)CC)C.[F:15][C:16]1[CH:21]=[C:20]([S:22][C:23]([F:26])([F:25])[F:24])[CH:19]=[CH:18][C:17]=1[N:27]([CH3:31])[C:28](Cl)=[O:29]. Product: [CH:1]1([NH:7][C:28](=[O:29])[N:27]([C:17]2[CH:18]=[CH:19][C:20]([S:22][C:23]([F:24])([F:25])[F:26])=[CH:21][C:16]=2[F:15])[CH3:31])[CH2:6][CH2:5][CH2:4][CH2:3][CH2:2]1. The catalyst class is: 282. (4) Reactant: C(N(C(C)C)CC)(C)C.C(Cl)CCl.C1C=NC2N(O)N=NC=2C=1.[Cl:24][C:25]1[CH:26]=[C:27]([C:31]([OH:33])=O)[NH:28][C:29]=1[CH3:30].Cl.[NH2:35][CH:36]1[CH2:41][CH2:40][N:39]([C:42]2[CH:43]=[C:44]([CH:48]=[C:49]([Cl:51])[N:50]=2)[C:45]([NH2:47])=[O:46])[CH2:38][CH2:37]1. Product: [Cl:51][C:49]1[CH:48]=[C:44]([CH:43]=[C:42]([N:39]2[CH2:40][CH2:41][CH:36]([NH:35][C:31]([C:27]3[NH:28][C:29]([CH3:30])=[C:25]([Cl:24])[CH:26]=3)=[O:33])[CH2:37][CH2:38]2)[N:50]=1)[C:45]([NH2:47])=[O:46]. The catalyst class is: 3.